This data is from Full USPTO retrosynthesis dataset with 1.9M reactions from patents (1976-2016). The task is: Predict the reactants needed to synthesize the given product. (1) Given the product [F:31][C:28]1[CH:29]=[CH:30][C:23]2=[C:24]([CH:27]=1)[O:25][CH2:26][C:20]1[CH:19]=[C:18]([CH2:17][N:11]3[C:10]4[CH:12]=[CH:13][CH:14]=[CH:15][C:9]=4[N:8]=[C:7]3[N:1]3[CH2:2][CH2:3][CH2:4][CH2:5][CH2:6]3)[CH:37]=[CH:36][C:21]=1/[C:22]/2=[C:32](/[CH3:35])\[C:33]#[N:34], predict the reactants needed to synthesize it. The reactants are: [N:1]1([C:7]2[NH:11][C:10]3[CH:12]=[CH:13][CH:14]=[CH:15][C:9]=3[N:8]=2)[CH2:6][CH2:5][CH2:4][CH2:3][CH2:2]1.Br[CH2:17][C:18]1[CH:37]=[CH:36][C:21]2/[C:22](=[C:32](/[CH3:35])\[C:33]#[N:34])/[C:23]3[CH:30]=[CH:29][C:28]([F:31])=[CH:27][C:24]=3[O:25][CH2:26][C:20]=2[CH:19]=1. (2) Given the product [CH3:6][O:7][C:8](=[O:36])[N:9]=[C:10]([S:34][CH3:35])[C:11]([C:25]1[CH:26]=[C:27]([O:33][CH3:1])[CH:28]=[C:29]([CH2:31][OH:32])[CH:30]=1)=[N:12][C:13]1[CH:18]=[CH:17][C:16]([C:19]2[N:23]=[C:22]([CH3:24])[O:21][N:20]=2)=[CH:15][CH:14]=1, predict the reactants needed to synthesize it. The reactants are: [CH3:1]N(C=O)C.[CH3:6][O:7][C:8](=[O:36])[N:9]=[C:10]([S:34][CH3:35])[C:11]([C:25]1[CH:30]=[C:29]([CH2:31][OH:32])[CH:28]=[C:27]([OH:33])[CH:26]=1)=[N:12][C:13]1[CH:18]=[CH:17][C:16]([C:19]2[N:23]=[C:22]([CH3:24])[O:21][N:20]=2)=[CH:15][CH:14]=1.C(=O)([O-])[O-].[K+].[K+].CI.